From a dataset of Catalyst prediction with 721,799 reactions and 888 catalyst types from USPTO. Predict which catalyst facilitates the given reaction. (1) Reactant: [CH3:1][CH:2]1[CH2:5][CH:4]([C:6]([OH:8])=O)[CH2:3]1.C(Cl)(=O)C(Cl)=O.[Cl:15][C:16]1[CH:17]=[C:18]([CH2:33][N:34]2[CH2:39][CH2:38][NH:37][C@@H:36]([CH3:40])[CH2:35]2)[C:19]([CH3:32])=[C:20]([NH:22][C:23](=[O:31])[C:24]2[CH:29]=[CH:28][C:27]([CH3:30])=[N:26][CH:25]=2)[CH:21]=1.CCN(CC)CC. Product: [Cl:15][C:16]1[CH:17]=[C:18]([CH2:33][N:34]2[CH2:39][CH2:38][N:37]([C:6]([C@H:4]3[CH2:3][C@@H:2]([CH3:1])[CH2:5]3)=[O:8])[C@@H:36]([CH3:40])[CH2:35]2)[C:19]([CH3:32])=[C:20]([NH:22][C:23](=[O:31])[C:24]2[CH:29]=[CH:28][C:27]([CH3:30])=[N:26][CH:25]=2)[CH:21]=1. The catalyst class is: 2. (2) Reactant: COCCO[AlH2-]O[CH2:8][CH2:9][O:10]C.[Na+].C(CCC1[CH:23]([C:24]2[CH:29]=[CH:28][C:27]([F:30])=[CH:26][CH:25]=2)[CH2:22][CH2:21][NH:20][CH:19]=1)(O)=O. Product: [F:30][C:27]1[CH:26]=[CH:25][C:24]([CH:23]2[CH2:22][CH2:21][NH:20][CH2:19][CH:8]2[CH2:9][OH:10])=[CH:29][CH:28]=1. The catalyst class is: 7. (3) Reactant: [CH3:1][O:2][C:3](=[O:27])[C@@H:4]([NH:16]C(OCC1C=CC=CC=1)=O)[CH2:5][C:6]([F:15])([F:14])[CH2:7][C:8]1[CH:13]=[CH:12][CH:11]=[CH:10][CH:9]=1.O1CCOCC1.[ClH:34]. Product: [ClH:34].[CH3:1][O:2][C:3](=[O:27])[C@@H:4]([NH2:16])[CH2:5][C:6]([F:15])([F:14])[CH2:7][C:8]1[CH:13]=[CH:12][CH:11]=[CH:10][CH:9]=1. The catalyst class is: 19. (4) Reactant: [CH2:1]1[CH2:11]C[N:9]2[C:4](=NCCC2)[CH2:3][CH2:2]1.[C:12]([O:16][C:17](=[O:21])CC#N)([CH3:15])([CH3:14])[CH3:13].BrCCCBr. Product: [C:12]([O:16][C:17]([C:3]1([C:4]#[N:9])[CH2:2][CH2:1][CH2:11]1)=[O:21])([CH3:15])([CH3:14])[CH3:13]. The catalyst class is: 31. (5) The catalyst class is: 30. Product: [CH3:11][O:10][C:7]1[C:8]([CH3:9])=[C:3]([CH:4]=[CH:5][C:6]=1[O:12][CH3:13])[C:17]([OH:19])=[O:18]. Reactant: [Mg].Br[C:3]1[C:8]([CH3:9])=[C:7]([O:10][CH3:11])[C:6]([O:12][CH3:13])=[CH:5][CH:4]=1.C[Mg]Br.[C:17](=[O:19])=[O:18].Cl. (6) Reactant: [O:1]1[CH2:5][CH2:4][CH2:3][CH:2]1[C:6]1[NH:7][C:8]2[C:13]([CH:14]=1)=[CH:12][C:11]([S:15]([CH3:18])(=[O:17])=[O:16])=[CH:10][CH:9]=2.[H-].[Na+].[F:21][C:22]1[CH:29]=[CH:28][C:25]([CH2:26]Br)=[CH:24][CH:23]=1.[Cl-].[NH4+]. Product: [O:1]1[CH2:5][CH2:4][CH2:3][CH:2]1[C:6]1[N:7]([CH2:26][C:25]2[CH:28]=[CH:29][C:22]([F:21])=[CH:23][CH:24]=2)[C:8]2[C:13]([CH:14]=1)=[CH:12][C:11]([S:15]([CH3:18])(=[O:17])=[O:16])=[CH:10][CH:9]=2. The catalyst class is: 9.